Dataset: Aqueous solubility values for 9,982 compounds from the AqSolDB database. Task: Regression/Classification. Given a drug SMILES string, predict its absorption, distribution, metabolism, or excretion properties. Task type varies by dataset: regression for continuous measurements (e.g., permeability, clearance, half-life) or binary classification for categorical outcomes (e.g., BBB penetration, CYP inhibition). For this dataset (solubility_aqsoldb), we predict Y. The drug is COC(=O)c1ccc(C(=O)O)cc1[N+](=O)[O-]. The Y is -2.66 log mol/L.